Dataset: Forward reaction prediction with 1.9M reactions from USPTO patents (1976-2016). Task: Predict the product of the given reaction. Given the reactants [Cl:1][C:2]1[CH:24]=[CH:23][C:5]([CH2:6][C:7]2[N:8]=[C:9]([N:17]3[CH2:22][CH2:21][O:20][CH2:19][CH2:18]3)[Se:10][C:11]=2[C:12]([O:14]CC)=[O:13])=[CH:4][CH:3]=1.[OH-].[Li+].O, predict the reaction product. The product is: [Cl:1][C:2]1[CH:24]=[CH:23][C:5]([CH2:6][C:7]2[N:8]=[C:9]([N:17]3[CH2:22][CH2:21][O:20][CH2:19][CH2:18]3)[Se:10][C:11]=2[C:12]([OH:14])=[O:13])=[CH:4][CH:3]=1.